Dataset: Blood-brain barrier permeability classification from the B3DB database. Task: Regression/Classification. Given a drug SMILES string, predict its absorption, distribution, metabolism, or excretion properties. Task type varies by dataset: regression for continuous measurements (e.g., permeability, clearance, half-life) or binary classification for categorical outcomes (e.g., BBB penetration, CYP inhibition). Dataset: b3db_classification. (1) The drug is CC(C)(C)c1ccc(CN2CCN([C@H](c3ccccc3)c3ccc(Cl)cc3)CC2)cc1. The result is 1 (penetrates BBB). (2) The molecule is CO/N=C(/C(=O)NC1C(=O)N2C(C(=O)O)=C(COC(N)=O)CSC12)c1ccco1. The result is 0 (does not penetrate BBB). (3) The compound is COC(=O)c1cncn1[C@H](C)c1ccccc1. The result is 1 (penetrates BBB). (4) The compound is CC1CCCC(C)N1CCCC(O)(c1ccccc1)c1ccccn1. The result is 0 (does not penetrate BBB). (5) The drug is CC[C@@]1(C)OC(=O)N(C)C1=O. The result is 1 (penetrates BBB).